From a dataset of Full USPTO retrosynthesis dataset with 1.9M reactions from patents (1976-2016). Predict the reactants needed to synthesize the given product. Given the product [C:28]([O:27][C:25]([NH:2][CH2:3][CH2:4][C:5]1[CH:10]=[CH:9][C:8]([S:11]([C:14]2[CH:15]=[CH:16][C:17]([OH:24])=[C:18]([CH:23]=2)[C:19]([O:21][CH3:22])=[O:20])(=[O:13])=[O:12])=[CH:7][CH:6]=1)=[O:26])([CH3:31])([CH3:30])[CH3:29], predict the reactants needed to synthesize it. The reactants are: Cl.[NH2:2][CH2:3][CH2:4][C:5]1[CH:10]=[CH:9][C:8]([S:11]([C:14]2[CH:15]=[CH:16][C:17]([OH:24])=[C:18]([CH:23]=2)[C:19]([O:21][CH3:22])=[O:20])(=[O:13])=[O:12])=[CH:7][CH:6]=1.[C:25](O[C:25]([O:27][C:28]([CH3:31])([CH3:30])[CH3:29])=[O:26])([O:27][C:28]([CH3:31])([CH3:30])[CH3:29])=[O:26].[OH-].[Na+].